From a dataset of Full USPTO retrosynthesis dataset with 1.9M reactions from patents (1976-2016). Predict the reactants needed to synthesize the given product. (1) Given the product [N:33]1[CH:38]=[CH:37][CH:36]=[CH:35][C:34]=1[CH2:39][O:25][C:24]([C:6]1[N:7]([CH2:13][C:14]2[CH:15]=[CH:16][C:17]([S:20]([CH3:23])(=[O:21])=[O:22])=[CH:18][CH:19]=2)[C:8](=[O:12])[C:9]2[C:4]([C:5]=1[C:27]1[CH:28]=[CH:29][CH:30]=[CH:31][CH:32]=1)=[CH:3][C:2]([Br:1])=[CH:11][CH:10]=2)=[O:26], predict the reactants needed to synthesize it. The reactants are: [Br:1][C:2]1[CH:3]=[C:4]2[C:9](=[CH:10][CH:11]=1)[C:8](=[O:12])[N:7]([CH2:13][C:14]1[CH:19]=[CH:18][C:17]([S:20]([CH3:23])(=[O:22])=[O:21])=[CH:16][CH:15]=1)[C:6]([C:24]([OH:26])=[O:25])=[C:5]2[C:27]1[CH:32]=[CH:31][CH:30]=[CH:29][CH:28]=1.[N:33]1[CH:38]=[CH:37][CH:36]=[CH:35][C:34]=1[CH2:39]O. (2) Given the product [C:12]([OH:3])(=[O:13])[CH:11]([C:5]1[CH:10]=[CH:9][CH:8]=[CH:7][CH:6]=1)[OH:14], predict the reactants needed to synthesize it. The reactants are: C(O)(=[O:3])C.[C:5]1([CH:11]([OH:14])[CH2:12][OH:13])[CH:10]=[CH:9][CH:8]=[CH:7][CH:6]=1.C(#N)C.FC(F)(F)C(O)=O. (3) Given the product [CH2:1]([O:3][C:4](=[O:12])[C:5]([CH:7]1[CH2:11][CH2:10][O:9][CH:8]1[O:15][CH2:13][CH3:14])=[O:6])[CH3:2], predict the reactants needed to synthesize it. The reactants are: [CH2:1]([O:3][C:4](=[O:12])[C:5]([C:7]1[CH2:11][CH2:10][O:9][CH:8]=1)=[O:6])[CH3:2].[CH2:13]([OH:15])[CH3:14].BrN1C(=O)CCC1=O. (4) Given the product [CH3:1][O:2][C:3]1[CH:4]=[C:5]2[CH2:14][CH:13]([CH2:15][CH:16]3[CH2:17][CH2:18][N:19]([CH2:22][C:23]4[CH:28]=[CH:27][CH:26]=[CH:25][CH:24]=4)[CH2:20][CH2:21]3)[C:11](=[O:12])[C:6]2=[CH:7][C:8]=1[O:9][CH3:10].[CH3:29][S:30]([O-:33])(=[O:32])=[O:31], predict the reactants needed to synthesize it. The reactants are: [CH3:1][O:2][C:3]1[CH:4]=[C:5]2[CH2:14][CH:13]([CH2:15][CH:16]3[CH2:21][CH2:20][N:19]([CH2:22][C:23]4[CH:24]=[CH:25][CH:26]=[CH:27][CH:28]=4)[CH2:18][CH2:17]3)[C:11](=[O:12])[C:6]2=[CH:7][C:8]=1[O:9][CH3:10].[CH3:29][S:30]([OH:33])(=[O:32])=[O:31].C. (5) Given the product [F:34][C:35]1[CH:40]=[CH:39][CH:38]=[CH:37][C:36]=1[C:41]([N:43]=[C:44]=[S:45])=[O:42].[Cl:11][C:12]1[CH:13]=[C:14]([NH:15][C:44]([NH:43][C:41](=[O:42])[C:36]2[CH:37]=[CH:38][CH:39]=[CH:40][C:35]=2[F:34])=[S:45])[CH:16]=[CH:17][C:18]=1[O:19][C:20]1[C:29]2[C:24](=[CH:25][C:26]([O:32][CH3:33])=[C:27]([O:30][CH3:31])[CH:28]=2)[N:23]=[CH:22][CH:21]=1, predict the reactants needed to synthesize it. The reactants are: FC1C=CC=CC=1C(Cl)=O.[Cl:11][C:12]1[CH:13]=[C:14]([CH:16]=[CH:17][C:18]=1[O:19][C:20]1[C:29]2[C:24](=[CH:25][C:26]([O:32][CH3:33])=[C:27]([O:30][CH3:31])[CH:28]=2)[N:23]=[CH:22][CH:21]=1)[NH2:15].[F:34][C:35]1[CH:40]=[CH:39][CH:38]=[CH:37][C:36]=1[C:41]([N:43]=[C:44]=[S:45])=[O:42]. (6) Given the product [CH:41]1([N:24]2[CH:28]=[C:27]([C:2]3[CH:3]=[C:4]4[C:9](=[CH:10][CH:11]=3)[N:8]([C:12](=[O:14])[CH3:13])[C@@H:7]([CH3:15])[CH2:6][NH:5]4)[CH:26]=[N:25]2)[CH2:40][CH2:30]1, predict the reactants needed to synthesize it. The reactants are: Br[C:2]1[CH:3]=[C:4]2[C:9](=[CH:10][CH:11]=1)[N:8]([C:12](=[O:14])[CH3:13])[C@@H:7]([CH3:15])[CH2:6][NH:5]2.CC1(C)C(C)(C)OB([N:24]2[CH:28]=[CH:27][CH:26]=[N:25]2)O1.[C:30](=O)([O-])[O-].[Cs+].[Cs+].O1[CH2:41][CH2:40]OCC1. (7) Given the product [C:27]([C:29]1[CH:30]=[CH:31][C:32]([O:39][CH3:40])=[C:33]([S:35]([NH:18][CH2:17][CH2:16][C:8]2[CH:9]=[CH:10][C:11]([CH:13]([CH3:15])[CH3:14])=[CH:12][C:7]=2[O:6][CH2:5][C:4]([O:3][CH2:1][CH3:2])=[O:19])(=[O:37])=[O:36])[CH:34]=1)#[N:28], predict the reactants needed to synthesize it. The reactants are: [CH2:1]([O:3][C:4](=[O:19])[CH2:5][O:6][C:7]1[CH:12]=[C:11]([CH:13]([CH3:15])[CH3:14])[CH:10]=[CH:9][C:8]=1[CH2:16][CH2:17][NH2:18])[CH3:2].C(N(CC)CC)C.[C:27]([C:29]1[CH:30]=[CH:31][C:32]([O:39][CH3:40])=[C:33]([S:35](Cl)(=[O:37])=[O:36])[CH:34]=1)#[N:28]. (8) Given the product [NH2:12][C:9]1[C:10]([CH3:11])=[C:5]2[C:4]([CH:15]3[CH2:22][C:19]4([CH2:20][CH2:21]4)[N:18]([C:23]([O:25][C:26]([CH3:27])([CH3:28])[CH3:29])=[O:24])[CH2:17][CH2:16]3)=[CH:3][N:2]([CH3:1])[C:6]2=[N:7][CH:8]=1, predict the reactants needed to synthesize it. The reactants are: [CH3:1][N:2]1[C:6]2=[N:7][CH:8]=[C:9]([N+:12]([O-])=O)[C:10]([CH3:11])=[C:5]2[C:4]([C:15]2[CH2:22][C:19]3([CH2:21][CH2:20]3)[N:18]([C:23]([O:25][C:26]([CH3:29])([CH3:28])[CH3:27])=[O:24])[CH2:17][CH:16]=2)=[CH:3]1.CCOC(C)=O.